This data is from Forward reaction prediction with 1.9M reactions from USPTO patents (1976-2016). The task is: Predict the product of the given reaction. Given the reactants [P:1]([O:13][CH2:14][O:15][C:16]1[CH:21]=[CH:20][C:19]([CH2:22][N:23]([CH2:32][CH:33]2[CH2:36][CH2:35][CH2:34]2)[C:24]([C:26]2[NH:30][N:29]=[C:28]([Cl:31])[CH:27]=2)=[O:25])=[C:18]([F:37])[CH:17]=1)([O:8]C(C)(C)C)([O:3]C(C)(C)C)=[O:2].C(O)(C(F)(F)F)=O.[SiH](CC)(CC)CC, predict the reaction product. The product is: [P:1]([OH:8])([OH:3])([O:13][CH2:14][O:15][C:16]1[CH:21]=[CH:20][C:19]([CH2:22][N:23]([CH2:32][CH:33]2[CH2:34][CH2:35][CH2:36]2)[C:24]([C:26]2[NH:30][N:29]=[C:28]([Cl:31])[CH:27]=2)=[O:25])=[C:18]([F:37])[CH:17]=1)=[O:2].